Dataset: Reaction yield outcomes from USPTO patents with 853,638 reactions. Task: Predict the reaction yield, written as a fraction of the theoretical maximum amount of product (1.0 means a 100% yield; for example, 0.34 means a 34% yield). (1) The reactants are Cl[C:2]([O:4][CH:5]([Cl:7])[CH3:6])=[O:3].[CH2:8]([SH:10])[CH3:9].C(N(CC)CC)C. The catalyst is C(OCC)C. The product is [C:2](=[O:3])([S:10][CH2:8][CH3:9])[O:4][CH:5]([Cl:7])[CH3:6]. The yield is 0.890. (2) The product is [CH3:1][CH:2]([CH3:12])[CH2:3][CH:4]([CH2:28][N+:25]([O-:27])=[O:26])[CH2:5][C:6]([O:8][CH2:9][CH3:10])=[O:7]. The reactants are [CH3:1][CH:2]([CH3:12])[CH2:3][CH:4](Br)[CH2:5][C:6]([O:8][CH2:9][CH3:10])=[O:7].C1CCN2C(=NCCC2)CC1.O.[N+:25]([CH3:28])([O-:27])=[O:26]. No catalyst specified. The yield is 0.960. (3) The yield is 0.812. The reactants are [CH2:1]([NH:3][C:4](=[O:51])[NH:5][C:6]1[N:11]=[CH:10][C:9]([C:12]2[CH:13]=[C:14]3[C:19](=[CH:20][CH:21]=2)[N:18]([CH2:22][CH:23]2[CH2:27][CH2:26][N:25]([CH2:28][CH2:29][N:30]4[CH2:35][CH2:34][O:33][CH2:32][CH2:31]4)[CH2:24]2)[CH:17]=[C:16]([C:36]([O:38]CC)=[O:37])[C:15]3=[O:41])=[C:8]([C:42]2[S:43][CH:44]=[C:45]([C:47]([F:50])([F:49])[F:48])[N:46]=2)[CH:7]=1)[CH3:2].[OH-].[Na+]. The catalyst is CO.O1CCCC1. The product is [CH2:1]([NH:3][C:4](=[O:51])[NH:5][C:6]1[N:11]=[CH:10][C:9]([C:12]2[CH:13]=[C:14]3[C:19](=[CH:20][CH:21]=2)[N:18]([CH2:22][CH:23]2[CH2:27][CH2:26][N:25]([CH2:28][CH2:29][N:30]4[CH2:35][CH2:34][O:33][CH2:32][CH2:31]4)[CH2:24]2)[CH:17]=[C:16]([C:36]([OH:38])=[O:37])[C:15]3=[O:41])=[C:8]([C:42]2[S:43][CH:44]=[C:45]([C:47]([F:50])([F:48])[F:49])[N:46]=2)[CH:7]=1)[CH3:2]. (4) The reactants are [CH3:1][C:2]1[O:3][C:4]2[CH:10]=[CH:9][C:8]([OH:11])=[CH:7][C:5]=2[N:6]=1.F[C:13]1[CH:18]=[CH:17][C:16]([N+:19]([O-:21])=[O:20])=[CH:15][C:14]=1[CH3:22].C([O-])([O-])=O.[K+].[K+]. The catalyst is CN(C=O)C. The product is [CH3:1][C:2]1[O:3][C:4]2[CH:10]=[CH:9][C:8]([O:11][C:13]3[CH:18]=[CH:17][C:16]([N+:19]([O-:21])=[O:20])=[CH:15][C:14]=3[CH3:22])=[CH:7][C:5]=2[N:6]=1. The yield is 0.410.